This data is from Catalyst prediction with 721,799 reactions and 888 catalyst types from USPTO. The task is: Predict which catalyst facilitates the given reaction. Reactant: [Cl:1][C:2]1[CH:3]=[C:4]2[N:24]([CH2:25][O:26]CC[Si](C)(C)C)[C:23]([O:33][C@H:34]3[C@H:38]4[O:39][CH2:40][C@@H:41]([OH:42])[C@H:37]4[O:36][CH2:35]3)=[CH:22][C:5]2=[N:6][C:7]=1[C:8]1[CH:13]=[CH:12][C:11]([C:14]2([CH2:17][S:18]([CH3:21])(=[O:20])=[O:19])[CH2:16][CH2:15]2)=[CH:10][CH:9]=1.Cl. Product: [Cl:1][C:2]1[CH:3]=[C:4]2[N:24]([CH2:25][OH:26])[C:23]([O:33][C@H:34]3[C@H:38]4[O:39][CH2:40][C@@H:41]([OH:42])[C@H:37]4[O:36][CH2:35]3)=[CH:22][C:5]2=[N:6][C:7]=1[C:8]1[CH:13]=[CH:12][C:11]([C:14]2([CH2:17][S:18]([CH3:21])(=[O:20])=[O:19])[CH2:16][CH2:15]2)=[CH:10][CH:9]=1. The catalyst class is: 7.